This data is from Forward reaction prediction with 1.9M reactions from USPTO patents (1976-2016). The task is: Predict the product of the given reaction. (1) Given the reactants [NH:1]1[C@H:5]([C:6]([O:8][CH3:9])=[O:7])[CH2:4][CH2:3][C:2]1=O.F[B-](F)(F)F.C[O+](C)C.[NH:20]([C:22](OC)=[O:23])[NH2:21], predict the reaction product. The product is: [CH3:9][O:8][C:6]([CH:5]1[N:1]2[C:2](=[N:21][NH:20][C:22]2=[O:23])[CH2:3][CH2:4]1)=[O:7]. (2) Given the reactants [N:1]([CH2:4][C@H:5]1[N:10]([C:11]([O:13][C:14]([CH3:17])([CH3:16])[CH3:15])=[O:12])[CH2:9][C@@H:8]([CH2:18][CH2:19][C:20]2[CH:25]=[CH:24][CH:23]=[CH:22][C:21]=2[NH:26][C:27](=[O:47])[C@H:28]([CH:34]([C:41]2[CH:46]=[CH:45][CH:44]=[CH:43][CH:42]=2)[C:35]2[CH:40]=[CH:39][CH:38]=[CH:37][CH:36]=2)[NH:29][C:30]([O:32][CH3:33])=[O:31])[O:7][CH2:6]1)=[N+:2]=[N-:3].[C:48]1([C:54]#[CH:55])[CH:53]=[CH:52][CH:51]=[CH:50][CH:49]=1.CCN(C(C)C)C(C)C, predict the reaction product. The product is: [CH3:33][O:32][C:30]([NH:29][C@H:28]([C:27]([NH:26][C:21]1[CH:22]=[CH:23][CH:24]=[CH:25][C:20]=1[CH2:19][CH2:18][C@H:8]1[O:7][CH2:6][C@@H:5]([CH2:4][N:1]2[CH:55]=[C:54]([C:48]3[CH:53]=[CH:52][CH:51]=[CH:50][CH:49]=3)[N:3]=[N:2]2)[N:10]([C:11]([O:13][C:14]([CH3:17])([CH3:15])[CH3:16])=[O:12])[CH2:9]1)=[O:47])[CH:34]([C:41]1[CH:42]=[CH:43][CH:44]=[CH:45][CH:46]=1)[C:35]1[CH:36]=[CH:37][CH:38]=[CH:39][CH:40]=1)=[O:31]. (3) Given the reactants [CH:1]1([NH:7][CH3:8])[CH2:6][CH2:5][CH2:4][CH2:3][CH2:2]1.[CH2:9]([N:14]1[C:19]2[CH:20]=[CH:21][CH:22]=[CH:23][C:18]=2[C:17](=[O:24])OC1=O)[CH2:10][CH2:11][CH2:12][CH3:13], predict the reaction product. The product is: [CH:1]1([N:7]([CH3:8])[C:17](=[O:24])[C:18]2[CH:23]=[CH:22][CH:21]=[CH:20][C:19]=2[NH:14][CH2:9][CH2:10][CH2:11][CH2:12][CH3:13])[CH2:6][CH2:5][CH2:4][CH2:3][CH2:2]1. (4) Given the reactants [CH3:1][C:2]1([CH3:12])[O:6][CH:5]2[O:7][CH:8]([CH2:10]O)[CH2:9][CH:4]2[O:3]1.C1CCC(N=C=NC2CCCCC2)CC1.N1C=CC=CC=1.C(O)(C(F)(F)F)=O.C([O-])([O-])=O.[K+].[K+].[CH2:48]([P:49](=[O:56])([O:53][CH2:54][CH3:55])[O:50][CH2:51][CH3:52])[CH2:48][P:49](=[O:56])([O:53][CH2:54][CH3:55])[O:50][CH2:51][CH3:52].C(O[K])(C)(C)C.Cl, predict the reaction product. The product is: [CH2:51]([O:50][P:49]([CH:48]=[CH:10][CH:8]1[O:7][CH:5]2[O:6][C:2]([CH3:1])([CH3:12])[O:3][CH:4]2[CH2:9]1)(=[O:56])[O:53][CH2:54][CH3:55])[CH3:52].